Dataset: Forward reaction prediction with 1.9M reactions from USPTO patents (1976-2016). Task: Predict the product of the given reaction. (1) The product is: [CH:24]1([C:22]2[CH:23]=[C:14]([C:13]#[C:12][C:9]3[CH:10]=[CH:11][C:6]([CH2:5][C:4]([OH:32])=[O:3])=[C:7]([F:31])[CH:8]=3)[CH:15]=[C:16]3[C:21]=2[O:20][C:19]([CH3:27])([CH3:28])[CH2:18][C:17]3([CH3:30])[CH3:29])[CH2:25][CH2:26]1. Given the reactants C([O:3][C:4](=[O:32])[CH2:5][C:6]1[CH:11]=[CH:10][C:9]([C:12]#[C:13][C:14]2[CH:15]=[C:16]3[C:21](=[C:22]([CH:24]4[CH2:26][CH2:25]4)[CH:23]=2)[O:20][C:19]([CH3:28])([CH3:27])[CH2:18][C:17]3([CH3:30])[CH3:29])=[CH:8][C:7]=1[F:31])C.CO.[OH-].[Na+].O, predict the reaction product. (2) Given the reactants Cl[C:2]1[C:7]([C:8]#[N:9])=[CH:6][N:5]=[C:4]2[CH:10]=[CH:11][S:12][C:3]=12.[C:13]([O:17][C:18](=[O:28])[NH:19][C:20]1[S:21][C:22]([CH2:25][CH2:26][NH2:27])=[CH:23][N:24]=1)([CH3:16])([CH3:15])[CH3:14].C(N(CC)CC)C, predict the reaction product. The product is: [C:13]([O:17][C:18](=[O:28])[NH:19][C:20]1[S:21][C:22]([CH2:25][CH2:26][NH:27][C:2]2[C:7]([C:8]#[N:9])=[CH:6][N:5]=[C:4]3[CH:10]=[CH:11][S:12][C:3]=23)=[CH:23][N:24]=1)([CH3:16])([CH3:14])[CH3:15]. (3) Given the reactants Br[C:2]1[CH:3]=[CH:4][C:5]([F:8])=[N:6][CH:7]=1.[CH:9]1(/[CH:14]=[C:15](\I)/[C:16]([O:18][CH3:19])=[O:17])[CH2:13][CH2:12][CH2:11][CH2:10]1, predict the reaction product. The product is: [CH:9]1(/[CH:14]=[C:15](\[C:2]2[CH:7]=[N:6][C:5]([F:8])=[CH:4][CH:3]=2)/[C:16]([O:18][CH3:19])=[O:17])[CH2:13][CH2:12][CH2:11][CH2:10]1. (4) Given the reactants [N:1]1[CH:2]=[N:3][N:4]2[CH:9]=[C:8]([C:10]3[O:11][C:12]4([CH2:28][CH2:27][CH:26]([CH:29]=[O:30])[CH2:25][CH2:24]4)[C:13](=[O:23])[C:14]=3[C:15]3[CH:20]=[CH:19][C:18]([F:21])=[C:17]([CH3:22])[CH:16]=3)[CH:7]=[CH:6][C:5]=12.CC(C)=[O:33].OS(O)(=O)=O.O=[Cr](=O)=O, predict the reaction product. The product is: [N:1]1[CH:2]=[N:3][N:4]2[CH:9]=[C:8]([C:10]3[O:11][C:12]4([CH2:24][CH2:25][CH:26]([C:29]([OH:33])=[O:30])[CH2:27][CH2:28]4)[C:13](=[O:23])[C:14]=3[C:15]3[CH:20]=[CH:19][C:18]([F:21])=[C:17]([CH3:22])[CH:16]=3)[CH:7]=[CH:6][C:5]=12. (5) Given the reactants [CH3:1][C:2]1[C:3]([CH3:21])=[CH:4][C:5]2[N:14]([CH2:15][CH:16]=O)[C:13]3[C:8]([C:9](=[O:19])[NH:10][C:11](=[O:18])[N:12]=3)=[N:7][C:6]=2[CH:20]=1.Cl.Cl.[NH2:24][C:25]1[CH:33]=[CH:32][C:31]([NH2:34])=[CH:30][C:26]=1[C:27]([OH:29])=[O:28], predict the reaction product. The product is: [NH2:24][C:25]1[CH:33]=[CH:32][C:31]([NH:34][CH2:16][CH2:15][N:14]2[C:13]3[C:8]([C:9](=[O:19])[NH:10][C:11](=[O:18])[N:12]=3)=[N:7][C:6]3[CH:20]=[C:2]([CH3:1])[C:3]([CH3:21])=[CH:4][C:5]2=3)=[CH:30][C:26]=1[C:27]([OH:29])=[O:28].